From a dataset of Reaction yield outcomes from USPTO patents with 853,638 reactions. Predict the reaction yield, written as a fraction of the theoretical maximum amount of product (1.0 means a 100% yield; for example, 0.34 means a 34% yield). (1) The reactants are [C:1]([Si:5]([C:34]1[CH:39]=[CH:38][CH:37]=[CH:36][CH:35]=1)([C:28]1[CH:33]=[CH:32][CH:31]=[CH:30][CH:29]=1)[O:6][CH:7]([CH2:12][N:13](CC1C=CC=CC=1)CC1C=CC=CC=1)[C:8]([CH3:11])([OH:10])[CH3:9])([CH3:4])([CH3:3])[CH3:2]. The catalyst is CCO.[OH-].[OH-].[Pd+2]. The product is [NH2:13][CH2:12][CH:7]([O:6][Si:5]([C:1]([CH3:4])([CH3:3])[CH3:2])([C:34]1[CH:39]=[CH:38][CH:37]=[CH:36][CH:35]=1)[C:28]1[CH:29]=[CH:30][CH:31]=[CH:32][CH:33]=1)[C:8]([CH3:11])([OH:10])[CH3:9]. The yield is 0.920. (2) The reactants are Br[C:2]1[CH:14]=[CH:13][C:5]([C:6]([O:8][C:9]([CH3:12])([CH3:11])[CH3:10])=[O:7])=[CH:4][CH:3]=1.CC1(C)C(C)(C)OB(/[CH:23]=[CH:24]/[C:25]2[CH:30]=[CH:29][CH:28]=[CH:27][CH:26]=2)O1.C(=O)([O-])[O-].[Na+].[Na+]. The catalyst is O1CCOCC1.O.C1C=CC([P]([Pd]([P](C2C=CC=CC=2)(C2C=CC=CC=2)C2C=CC=CC=2)([P](C2C=CC=CC=2)(C2C=CC=CC=2)C2C=CC=CC=2)[P](C2C=CC=CC=2)(C2C=CC=CC=2)C2C=CC=CC=2)(C2C=CC=CC=2)C2C=CC=CC=2)=CC=1. The product is [C:25]1([C:24]([C:2]2[CH:14]=[CH:13][C:5]([C:6]([O:8][C:9]([CH3:12])([CH3:11])[CH3:10])=[O:7])=[CH:4][CH:3]=2)=[CH2:23])[CH:30]=[CH:29][CH:28]=[CH:27][CH:26]=1. The yield is 0.875. (3) The reactants are Cl[C:2]1[N:3]=[C:4]([OH:12])[C:5]2[CH:11]=[CH:10][N:9]=[CH:8][C:6]=2[N:7]=1.[CH:13]1([C:16]2[CH:21]=[CH:20][C:19]([N:22]([CH3:30])[C:23]3[CH:28]=[CH:27][C:26]([OH:29])=[CH:25][CH:24]=3)=[CH:18][CH:17]=2)[CH2:15][CH2:14]1. The yield is 0.0300. No catalyst specified. The product is [CH:13]1([C:16]2[CH:21]=[CH:20][C:19]([N:22]([CH3:30])[C:23]3[CH:28]=[CH:27][C:26]([O:29][C:2]4[N:3]=[C:4]([OH:12])[C:5]5[CH:11]=[CH:10][N:9]=[CH:8][C:6]=5[N:7]=4)=[CH:25][CH:24]=3)=[CH:18][CH:17]=2)[CH2:15][CH2:14]1. (4) The reactants are [Li]CCCC.[F:6][C:7]1[CH:12]=[CH:11][C:10]([C:13]2[O:14][CH:15]=[CH:16][N:17]=2)=[CH:9][CH:8]=1.[C:18]([C:21]1[CH:26]=[CH:25][N:24]=[CH:23][CH:22]=1)(=[O:20])[CH3:19]. The catalyst is C1COCC1. The product is [F:6][C:7]1[CH:8]=[CH:9][C:10]([C:13]2[O:14][C:15]([C:18]([C:21]3[CH:26]=[CH:25][N:24]=[CH:23][CH:22]=3)([OH:20])[CH3:19])=[CH:16][N:17]=2)=[CH:11][CH:12]=1. The yield is 0.820.